From a dataset of Full USPTO retrosynthesis dataset with 1.9M reactions from patents (1976-2016). Predict the reactants needed to synthesize the given product. (1) The reactants are: [CH3:1][S:2](Cl)(=[O:4])=[O:3].[O:6]1[CH2:11][CH2:10][CH:9]([OH:12])[CH2:8][CH2:7]1.C(N(CC)CC)C. Given the product [CH3:1][S:2]([O:12][CH:9]1[CH2:10][CH2:11][O:6][CH2:7][CH2:8]1)(=[O:4])=[O:3], predict the reactants needed to synthesize it. (2) Given the product [CH2:36]([N:43]1[CH2:44][CH2:45][CH:35]([C:34]2[NH:21][C:22](=[O:33])[C:23]3[C:24]([CH:31]=2)=[C:25]([CH3:29])[CH:26]=[CH:27][CH:28]=3)[CH2:47]1)[C:37]1[CH:42]=[CH:41][CH:40]=[CH:39][CH:38]=1, predict the reactants needed to synthesize it. The reactants are: C(NC(C)C)(C)C.CCCCCC.C([Li])CCC.C([N:21]([CH2:34][CH3:35])[C:22](=[O:33])[C:23]1[CH:28]=[CH:27][CH:26]=[C:25]([CH2:29]C)[C:24]=1[CH2:31]C)C.[CH2:36]([N:43]1[CH2:47]C[CH:45](C#N)[CH2:44]1)[C:37]1[CH:42]=[CH:41][CH:40]=[CH:39][CH:38]=1.